From a dataset of Peptide-MHC class I binding affinity with 185,985 pairs from IEDB/IMGT. Regression. Given a peptide amino acid sequence and an MHC pseudo amino acid sequence, predict their binding affinity value. This is MHC class I binding data. (1) The peptide sequence is EPKEAGIMT. The MHC is HLA-B07:02 with pseudo-sequence HLA-B07:02. The binding affinity (normalized) is 0.309. (2) The peptide sequence is EFFDGGLTF. The MHC is HLA-A26:01 with pseudo-sequence HLA-A26:01. The binding affinity (normalized) is 0.723. (3) The binding affinity (normalized) is 0. The MHC is HLA-B08:01 with pseudo-sequence HLA-B08:01. The peptide sequence is RDWAHNSL. (4) The peptide sequence is QLFTFSPRR. The MHC is HLA-A33:01 with pseudo-sequence HLA-A33:01. The binding affinity (normalized) is 0.234. (5) The peptide sequence is VNPEIDTTI. The MHC is HLA-A24:02 with pseudo-sequence HLA-A24:02. The binding affinity (normalized) is 0.105. (6) The peptide sequence is FRLMRTNFL. The MHC is HLA-B15:01 with pseudo-sequence HLA-B15:01. The binding affinity (normalized) is 0.